Task: Predict the product of the given reaction.. Dataset: Forward reaction prediction with 1.9M reactions from USPTO patents (1976-2016) (1) Given the reactants [Br:1][C:2]1[CH:7]=[C:6]([CH:8]([CH3:10])[CH3:9])[CH:5]=[CH:4][C:3]=1[C:11]1[CH:12]=[C:13]([C:29]#[N:30])[N:14]2[C:19]([NH:20][CH:21]([CH2:25][CH2:26][CH3:27])[CH2:22][CH2:23][CH3:24])=[CH:18][C:17]([CH3:28])=[N:16][C:15]=12.[ClH:31].C(=O)([O-])O.[Na+].Cl.C(OCC)(=O)C, predict the reaction product. The product is: [ClH:31].[Br:1][C:2]1[CH:7]=[C:6]([CH:8]([CH3:10])[CH3:9])[CH:5]=[CH:4][C:3]=1[C:11]1[CH:12]=[C:13]2[N:14]3[C:19](=[CH:18][C:17]([CH3:28])=[N:16][C:15]=13)[N:20]([CH:21]([CH2:22][CH2:23][CH3:24])[CH2:25][CH2:26][CH3:27])[C:29]2=[NH:30]. (2) Given the reactants [NH2:1][C@H:2]1[CH2:7][CH2:6][N:5]([CH2:8][CH2:9][C:10]2[C:19]3[C:14](=[CH:15][CH:16]=[C:17]([O:20][CH3:21])[CH:18]=3)[N:13]=[CH:12][C:11]=2[Cl:22])[CH2:4][C@H:3]1[OH:23].F[C:25](F)(F)[C:26]([OH:28])=O.C(Cl)[Cl:32].C(O[BH-](O[C:44](=[O:46])[CH3:45])OC(=O)C)(=O)C.[Na+], predict the reaction product. The product is: [ClH:22].[ClH:32].[Cl:22][C:11]1[CH:12]=[N:13][C:14]2[C:19]([C:10]=1[CH2:9][CH2:8][N:5]1[CH2:6][CH2:7][C@H:2]([NH:1][CH2:7][C:2]3[N:1]=[CH:45][C:44]4[O:46][CH2:25][CH2:26][O:28][C:4]=4[CH:3]=3)[C@H:3]([OH:23])[CH2:4]1)=[CH:18][C:17]([O:20][CH3:21])=[CH:16][CH:15]=2. (3) Given the reactants [CH:1](=[O:10])[C:2]1[CH:7]=[CH:6][C:5]([O:8][CH3:9])=[CH:4][CH:3]=1.[CH2:11]([Mg]Br)[CH2:12][CH2:13][CH2:14][CH2:15][CH2:16][CH2:17][CH2:18][CH2:19][CH3:20].C(OCC)(=O)C.CCCCCCC, predict the reaction product. The product is: [CH3:9][O:8][C:5]1[CH:6]=[CH:7][C:2]([CH:1]([OH:10])[CH2:11][CH2:12][CH2:13][CH2:14][CH2:15][CH2:16][CH2:17][CH2:18][CH2:19][CH3:20])=[CH:3][CH:4]=1.